This data is from Catalyst prediction with 721,799 reactions and 888 catalyst types from USPTO. The task is: Predict which catalyst facilitates the given reaction. Reactant: S([O-])([O-])(=O)=O.[Mg+2].C(O[C:13]1([CH3:23])[CH:20]2[CH2:21][CH:16]3[CH2:17][CH:18]([CH2:22][CH:14]1[CH2:15]3)[CH2:19]2)(=O)C(C)=C. Product: [CH2:23]=[C:13]1[CH:14]2[CH2:22][CH:18]3[CH2:17][CH:16]([CH2:21][CH:20]1[CH2:19]3)[CH2:15]2. The catalyst class is: 11.